The task is: Predict the reactants needed to synthesize the given product.. This data is from Full USPTO retrosynthesis dataset with 1.9M reactions from patents (1976-2016). (1) Given the product [OH:13][CH2:12][CH2:14][N:15]1[C:1](=[O:11])[C:2]2=[CH:10][CH:9]=[CH:8][CH:7]=[C:3]2[C:4]1=[O:6], predict the reactants needed to synthesize it. The reactants are: [C:1]1(=[O:11])[O:6][C:4](=O)[C:3]2=[CH:7][CH:8]=[CH:9][CH:10]=[C:2]12.[CH2:12]([CH2:14][NH2:15])[OH:13]. (2) Given the product [F:37][C:34]1[CH:33]=[CH:32][C:31]([N:28]2[C:23]3[CH:24]=[C:25]4[C@:20]([CH2:38][O:39][CH3:40])([CH2:21][C:22]=3[CH:30]=[N:29]2)[CH2:19][N:18]([S:15]([C:12]2[CH:11]=[CH:10][C:9]([N:5]3[CH2:6][CH2:7][C@@H:3]([F:2])[CH2:4]3)=[CH:14][CH:13]=2)(=[O:17])=[O:16])[CH2:27][CH2:26]4)=[CH:36][CH:35]=1, predict the reactants needed to synthesize it. The reactants are: Cl.[F:2][C@@H:3]1[CH2:7][CH2:6][NH:5][CH2:4]1.Br[C:9]1[CH:14]=[CH:13][C:12]([S:15]([N:18]2[CH2:27][CH2:26][C:25]3[C@:20]([CH2:38][O:39][CH3:40])([CH2:21][C:22]4[CH:30]=[N:29][N:28]([C:31]5[CH:36]=[CH:35][C:34]([F:37])=[CH:33][CH:32]=5)[C:23]=4[CH:24]=3)[CH2:19]2)(=[O:17])=[O:16])=[CH:11][CH:10]=1. (3) The reactants are: [CH:1]([C:4]1[CH:15]=[CH:14][C:7]([O:8][CH2:9][C:10]([O:12]C)=[O:11])=[CH:6][C:5]=1[CH3:16])([CH3:3])[CH3:2].[OH-].[Na+].Cl. Given the product [CH:1]([C:4]1[CH:15]=[CH:14][C:7]([O:8][CH2:9][C:10]([OH:12])=[O:11])=[CH:6][C:5]=1[CH3:16])([CH3:3])[CH3:2], predict the reactants needed to synthesize it. (4) Given the product [CH2:21]([O:1][C:2]1[CH:10]=[CH:9][C:5]2[O:6][CH2:7][O:8][C:4]=2[C:3]=1[CH:11]=[O:12])[CH:20]=[CH2:19], predict the reactants needed to synthesize it. The reactants are: [OH:1][C:2]1[CH:10]=[CH:9][C:5]2[O:6][CH2:7][O:8][C:4]=2[C:3]=1[CH:11]=[O:12].C([O-])([O-])=O.[K+].[K+].[CH2:19](Br)[CH:20]=[CH2:21].